This data is from Full USPTO retrosynthesis dataset with 1.9M reactions from patents (1976-2016). The task is: Predict the reactants needed to synthesize the given product. (1) Given the product [C:1]1([CH:7]2[CH2:11][CH2:10][CH:9]([OH:12])[CH2:8]2)[CH:6]=[CH:5][CH:4]=[CH:3][CH:2]=1, predict the reactants needed to synthesize it. The reactants are: [C:1]1([CH:7]2[CH2:11][CH2:10][C:9](=[O:12])[CH2:8]2)[CH:6]=[CH:5][CH:4]=[CH:3][CH:2]=1.[BH4-].[Na+]. (2) Given the product [F:2][C:3]1[CH:8]=[CH:7][C:6]([N:9]2[C:16]([C:18]3[CH:28]=[CH:27][C:21]4[O:22][CH2:23][C:24](=[O:26])[NH:25][C:20]=4[CH:19]=3)=[CH:15][CH:14]=[N:10]2)=[CH:5][CH:4]=1, predict the reactants needed to synthesize it. The reactants are: Cl.[F:2][C:3]1[CH:8]=[CH:7][C:6]([NH:9][NH2:10])=[CH:5][CH:4]=1.Cl.CN(C)[CH:14]=[CH:15][C:16]([C:18]1[CH:28]=[CH:27][C:21]2[O:22][CH2:23][C:24](=[O:26])[NH:25][C:20]=2[CH:19]=1)=O. (3) Given the product [CH3:21][C:13]1[C:12]([N+:9]([O-:11])=[O:10])=[CH:20][CH:19]=[CH:18][C:14]=1[N:5]1[C:31](=[O:27])[NH:22][N:7]=[N:6]1, predict the reactants needed to synthesize it. The reactants are: [Cl-].[Al+3].[Cl-].[Cl-].[N-:5]=[N+:6]=[N-:7].[Na+].[N+:9]([C:12]1[C:13]([CH3:21])=[C:14]([CH:18]=[CH:19][CH:20]=1)C(Cl)=O)([O-:11])=[O:10].[N:22]([O-])=O.[Na+].Cl.[O:27]1[CH2:31]CCC1.